This data is from NCI-60 drug combinations with 297,098 pairs across 59 cell lines. The task is: Regression. Given two drug SMILES strings and cell line genomic features, predict the synergy score measuring deviation from expected non-interaction effect. (1) Drug 1: CC1CCC2CC(C(=CC=CC=CC(CC(C(=O)C(C(C(=CC(C(=O)CC(OC(=O)C3CCCCN3C(=O)C(=O)C1(O2)O)C(C)CC4CCC(C(C4)OC)O)C)C)O)OC)C)C)C)OC. Drug 2: CC=C1C(=O)NC(C(=O)OC2CC(=O)NC(C(=O)NC(CSSCCC=C2)C(=O)N1)C(C)C)C(C)C. Cell line: MDA-MB-435. Synergy scores: CSS=52.1, Synergy_ZIP=-1.87, Synergy_Bliss=-6.34, Synergy_Loewe=-5.11, Synergy_HSA=-4.94. (2) Drug 1: CC12CCC(CC1=CCC3C2CCC4(C3CC=C4C5=CN=CC=C5)C)O. Drug 2: CC(CN1CC(=O)NC(=O)C1)N2CC(=O)NC(=O)C2. Cell line: SN12C. Synergy scores: CSS=28.1, Synergy_ZIP=-2.44, Synergy_Bliss=1.46, Synergy_Loewe=1.99, Synergy_HSA=2.23. (3) Drug 1: C1C(C(OC1N2C=C(C(=O)NC2=O)F)CO)O. Drug 2: CC1C(C(CC(O1)OC2CC(OC(C2O)C)OC3=CC4=CC5=C(C(=O)C(C(C5)C(C(=O)C(C(C)O)O)OC)OC6CC(C(C(O6)C)O)OC7CC(C(C(O7)C)O)OC8CC(C(C(O8)C)O)(C)O)C(=C4C(=C3C)O)O)O)O. Cell line: SR. Synergy scores: CSS=75.2, Synergy_ZIP=0.707, Synergy_Bliss=2.96, Synergy_Loewe=-0.947, Synergy_HSA=4.78. (4) Cell line: LOX IMVI. Drug 2: CC12CCC3C(C1CCC2OP(=O)(O)O)CCC4=C3C=CC(=C4)OC(=O)N(CCCl)CCCl.[Na+]. Synergy scores: CSS=-2.13, Synergy_ZIP=4.30, Synergy_Bliss=-2.34, Synergy_Loewe=-4.02, Synergy_HSA=-3.33. Drug 1: CC1=C(C=C(C=C1)NC(=O)C2=CC=C(C=C2)CN3CCN(CC3)C)NC4=NC=CC(=N4)C5=CN=CC=C5. (5) Drug 1: CC12CCC3C(C1CCC2=O)CC(=C)C4=CC(=O)C=CC34C. Drug 2: C1=NC(=NC(=O)N1C2C(C(C(O2)CO)O)O)N. Cell line: HL-60(TB). Synergy scores: CSS=65.4, Synergy_ZIP=-2.25, Synergy_Bliss=-5.63, Synergy_Loewe=-18.4, Synergy_HSA=-7.83.